This data is from NCI-60 drug combinations with 297,098 pairs across 59 cell lines. The task is: Regression. Given two drug SMILES strings and cell line genomic features, predict the synergy score measuring deviation from expected non-interaction effect. (1) Drug 1: C1C(C(OC1N2C=NC3=C(N=C(N=C32)Cl)N)CO)O. Drug 2: CS(=O)(=O)CCNCC1=CC=C(O1)C2=CC3=C(C=C2)N=CN=C3NC4=CC(=C(C=C4)OCC5=CC(=CC=C5)F)Cl. Cell line: SN12C. Synergy scores: CSS=44.5, Synergy_ZIP=0.699, Synergy_Bliss=3.64, Synergy_Loewe=-21.5, Synergy_HSA=-2.28. (2) Drug 1: CC1C(C(CC(O1)OC2CC(CC3=C2C(=C4C(=C3O)C(=O)C5=C(C4=O)C(=CC=C5)OC)O)(C(=O)CO)O)N)O.Cl. Drug 2: C(CCl)NC(=O)N(CCCl)N=O. Cell line: SF-268. Synergy scores: CSS=30.1, Synergy_ZIP=-7.22, Synergy_Bliss=0.997, Synergy_Loewe=2.43, Synergy_HSA=1.94.